The task is: Predict the reactants needed to synthesize the given product.. This data is from Full USPTO retrosynthesis dataset with 1.9M reactions from patents (1976-2016). (1) Given the product [CH:1]1([C:4]2[N:5]=[CH:6][C:7]([O:10][C@H:11]3[CH2:19][N:14]4[CH2:15][CH2:16][N:17]([C:28]([C:24]5[CH:23]=[C:22]([C:21]([F:32])([F:20])[F:31])[CH:27]=[CH:26][N:25]=5)=[O:29])[CH2:18][C@@H:13]4[CH2:12]3)=[N:8][CH:9]=2)[CH2:3][CH2:2]1.[F:20][C:21]([F:32])([F:31])[C:22]([OH:46])=[O:45], predict the reactants needed to synthesize it. The reactants are: [CH:1]1([C:4]2[N:5]=[CH:6][C:7]([O:10][C@H:11]3[CH2:19][N:14]4[CH2:15][CH2:16][NH:17][CH2:18][C@@H:13]4[CH2:12]3)=[N:8][CH:9]=2)[CH2:3][CH2:2]1.[F:20][C:21]([F:32])([F:31])[C:22]1[CH:27]=[CH:26][N:25]=[C:24]([C:28](O)=[O:29])[CH:23]=1.Cl.C(N=C=NCCCN(C)C)C.[OH2:45].[OH:46]N1C2C=CC=CC=2N=N1.CCN(C(C)C)C(C)C. (2) Given the product [Cl:1][C:2]1[N:3]=[C:4]([N:19]2[CH2:24][CH2:23][O:22][CH2:21][CH2:20]2)[C:5]2[S:10][C:9]([C:11]3[CH:12]=[C:13]([CH2:17][NH:18][C:50](=[O:51])[CH2:49][OH:52])[CH:14]=[CH:15][CH:16]=3)=[CH:8][C:6]=2[N:7]=1, predict the reactants needed to synthesize it. The reactants are: [Cl:1][C:2]1[N:3]=[C:4]([N:19]2[CH2:24][CH2:23][O:22][CH2:21][CH2:20]2)[C:5]2[S:10][C:9]([C:11]3[CH:12]=[C:13]([CH2:17][NH2:18])[CH:14]=[CH:15][CH:16]=3)=[CH:8][C:6]=2[N:7]=1.CN(C(ON1N=NC2C=CC=NC1=2)=[N+](C)C)C.F[P-](F)(F)(F)(F)F.[C:49](O)(=[O:52])[CH2:50][OH:51].CCN(C(C)C)C(C)C.